This data is from Forward reaction prediction with 1.9M reactions from USPTO patents (1976-2016). The task is: Predict the product of the given reaction. (1) Given the reactants C(NC(C)C)(C)C.[Li]CCCC.[CH3:13][C:14]1[CH:19]=[CH:18][N:17]=[CH:16][N:15]=1.[C:20]([C:22]1[CH:23]=[C:24]([CH:31]=[CH:32][CH:33]=1)[C:25](N(OC)C)=[O:26])#[N:21], predict the reaction product. The product is: [N:17]1[CH:18]=[CH:19][C:14]([CH2:13][C:25]([C:24]2[CH:23]=[C:22]([CH:33]=[CH:32][CH:31]=2)[C:20]#[N:21])=[O:26])=[N:15][CH:16]=1. (2) Given the reactants [CH3:1][O:2][C:3](=[O:26])[CH2:4][CH2:5][C:6]([C:8](=[O:25])[N:9]([CH2:21][CH2:22][CH:23]=C)[CH2:10][C:11]1[CH:16]=[CH:15][C:14]([O:17][CH3:18])=[CH:13][C:12]=1[O:19][CH3:20])=C, predict the reaction product. The product is: [CH3:1][O:2][C:3](=[O:26])[CH2:4][CH2:5][C:6]1[C:8](=[O:25])[N:9]([CH2:10][C:11]2[CH:16]=[CH:15][C:14]([O:17][CH3:18])=[CH:13][C:12]=2[O:19][CH3:20])[CH2:21][CH2:22][CH:23]=1. (3) Given the reactants [C:1]([C:3]1[CH:8]=[CH:7][C:6]([C:9]2[N:14]=[C:13]([O:15][CH2:16][C@@H:17]3[CH2:21][CH2:20][N:19](C(OC(C)(C)C)=O)[CH2:18]3)[C:12]([NH:29][NH2:30])=[N:11][C:10]=2[C:31]2[CH:36]=[CH:35][C:34]([CH3:37])=[CH:33][CH:32]=2)=[CH:5][CH:4]=1)#[N:2].F[C:39](F)(F)C(O)=O, predict the reaction product. The product is: [CH3:37][C:34]1[CH:35]=[CH:36][C:31]([C:10]2[N:11]3[CH:39]=[N:30][N:29]=[C:12]3[C:13]([O:15][CH2:16][C@@H:17]3[CH2:21][CH2:20][NH:19][CH2:18]3)=[N:14][C:9]=2[C:6]2[CH:5]=[CH:4][C:3]([C:1]#[N:2])=[CH:8][CH:7]=2)=[CH:32][CH:33]=1. (4) Given the reactants C([O:3][C:4](=[O:22])[CH:5]([CH2:13][S:14][CH2:15][C:16]1[CH:21]=[CH:20][CH:19]=[CH:18][CH:17]=1)[CH2:6][CH:7]1[CH2:12][CH2:11][CH2:10][CH2:9][CH2:8]1)C.O1CCOCC1.[OH-].[Na+].O, predict the reaction product. The product is: [CH2:15]([S:14][CH2:13][CH:5]([CH2:6][CH:7]1[CH2:12][CH2:11][CH2:10][CH2:9][CH2:8]1)[C:4]([OH:22])=[O:3])[C:16]1[CH:21]=[CH:20][CH:19]=[CH:18][CH:17]=1. (5) Given the reactants [CH3:1][O:2][C:3]1[CH:8]=[CH:7][C:6]([N:9]2[C:13]3[C:14](=[O:24])[N:15]([CH2:18][CH2:19][CH2:20][CH2:21][C:22]#[N:23])[CH2:16][CH2:17][C:12]=3[C:11]([C:25]([F:28])([F:27])[F:26])=[N:10]2)=[CH:5][CH:4]=1.Cl.[NH2:30][OH:31].C(N(CC)CC)C, predict the reaction product. The product is: [OH:31][NH:30][C:22](=[NH:23])[CH2:21][CH2:20][CH2:19][CH2:18][N:15]1[CH2:16][CH2:17][C:12]2[C:11]([C:25]([F:28])([F:26])[F:27])=[N:10][N:9]([C:6]3[CH:7]=[CH:8][C:3]([O:2][CH3:1])=[CH:4][CH:5]=3)[C:13]=2[C:14]1=[O:24]. (6) Given the reactants [NH2:1][C:2]1[N:3]=[CH:4][C:5]([C:8]2[CH:13]=[CH:12][C:11]([C:14]3[C:15]([S:20]([CH:23]4[CH2:27][CH2:26][N:25](C(OC(C)(C)C)=O)[CH2:24]4)(=[O:22])=[O:21])=[N:16][CH:17]=[CH:18][CH:19]=3)=[CH:10][C:9]=2[F:35])=[N:6][CH:7]=1.[ClH:36].CCO, predict the reaction product. The product is: [ClH:36].[F:35][C:9]1[CH:10]=[C:11]([C:14]2[C:15]([S:20]([CH:23]3[CH2:27][CH2:26][NH:25][CH2:24]3)(=[O:22])=[O:21])=[N:16][CH:17]=[CH:18][CH:19]=2)[CH:12]=[CH:13][C:8]=1[C:5]1[N:6]=[CH:7][C:2]([NH2:1])=[N:3][CH:4]=1.